This data is from Forward reaction prediction with 1.9M reactions from USPTO patents (1976-2016). The task is: Predict the product of the given reaction. (1) The product is: [CH2:19]([O:23][CH2:24][CH2:25][O:1][C:2]1[CH:3]=[CH:4][C:5]([C:8]2[CH:13]=[CH:12][C:11]([C:14]([O:16][CH2:17][CH3:18])=[O:15])=[CH:10][CH:9]=2)=[CH:6][CH:7]=1)[CH2:20][CH2:21][CH3:22]. Given the reactants [OH:1][C:2]1[CH:7]=[CH:6][C:5]([C:8]2[CH:13]=[CH:12][C:11]([C:14]([O:16][CH2:17][CH3:18])=[O:15])=[CH:10][CH:9]=2)=[CH:4][CH:3]=1.[CH2:19]([O:23][CH2:24][CH2:25]Br)[CH2:20][CH2:21][CH3:22].C([O-])([O-])=O.[K+].[K+], predict the reaction product. (2) Given the reactants [F:1][C:2]1[CH:14]=[CH:13][C:5]([O:6][CH2:7][CH:8]([OH:12])[CH2:9][O:10][CH3:11])=[CH:4][CH:3]=1.[Cr](Cl)([O-])(=O)=O.[NH+]1C=CC=CC=1.N1C=CC=CC=1, predict the reaction product. The product is: [F:1][C:2]1[CH:3]=[CH:4][C:5]([O:6][CH2:7][C:8](=[O:12])[CH2:9][O:10][CH3:11])=[CH:13][CH:14]=1.